Dataset: Forward reaction prediction with 1.9M reactions from USPTO patents (1976-2016). Task: Predict the product of the given reaction. (1) Given the reactants [OH-].[Na+].C[O:4][C:5]([C:7]1[N:8]=[C:9]2[CH:25]=[CH:24][C:23]([CH2:26][C:27]3[CH:32]=[CH:31][CH:30]=[C:29]([Cl:33])[C:28]=3[F:34])=[CH:22][N:10]2[C:11](=[O:21])[C:12]=1[O:13][Si](C(C)(C)C)(C)C)=[O:6].Cl, predict the reaction product. The product is: [Cl:33][C:29]1[C:28]([F:34])=[C:27]([CH:32]=[CH:31][CH:30]=1)[CH2:26][C:23]1[CH:24]=[CH:25][C:9]2[N:10]([CH:22]=1)[C:11](=[O:21])[C:12]([OH:13])=[C:7]([C:5]([OH:6])=[O:4])[N:8]=2. (2) The product is: [C:45]([C:36]1[CH:35]=[C:34]([NH:33][C:31](=[O:32])[CH2:30][CH2:29][CH2:28][C:25]2[CH:26]=[CH:27][C:22]([B:5]3[O:6][CH2:7][C:2]([CH3:20])([CH3:1])[CH2:3][O:4]3)=[CH:23][C:24]=2[CH3:47])[CH:39]=[CH:38][C:37]=1[S:40]([CH2:43][CH3:44])(=[O:42])=[O:41])#[N:46]. Given the reactants [CH3:1][C:2]1([CH3:20])[CH2:7][O:6][B:5](C2C=CC(CCCC(O)=O)=CC=2)[O:4][CH2:3]1.Br[C:22]1[CH:27]=[CH:26][C:25]([CH2:28][CH2:29][CH2:30][C:31]([NH:33][C:34]2[CH:39]=[CH:38][C:37]([S:40]([CH2:43][CH3:44])(=[O:42])=[O:41])=[C:36]([C:45]#[N:46])[CH:35]=2)=[O:32])=[C:24]([CH3:47])[CH:23]=1.CC1(C)COB(B2OCC(C)(C)CO2)OC1, predict the reaction product. (3) Given the reactants Br[C:2]1[CH:10]=[CH:9][C:5]2[N:6]=[CH:7][NH:8][C:4]=2[CH:3]=1.[C:11]1([CH:17]([NH2:19])[CH3:18])[CH:16]=[CH:15][CH:14]=[CH:13][CH:12]=1.C1(P(C2CCCCC2)C2C=CC=CC=2C2C=CC=CC=2N(C)C)CCCCC1.C[Si]([N-][Si](C)(C)C)(C)C.[Li+].C1COCC1, predict the reaction product. The product is: [C:11]1([CH:17]([NH:19][C:2]2[CH:10]=[CH:9][C:5]3[N:6]=[CH:7][NH:8][C:4]=3[CH:3]=2)[CH3:18])[CH:16]=[CH:15][CH:14]=[CH:13][CH:12]=1. (4) Given the reactants [CH2:1]([N:5]1[C:10]2[CH:11]=[C:12]([C:15]([O:17]C)=[O:16])[CH:13]=[CH:14][C:9]=2[O:8][CH2:7][CH2:6]1)[CH2:2][CH2:3][CH3:4].[OH-].[K+], predict the reaction product. The product is: [CH2:1]([N:5]1[C:10]2[CH:11]=[C:12]([C:15]([OH:17])=[O:16])[CH:13]=[CH:14][C:9]=2[O:8][CH2:7][CH2:6]1)[CH2:2][CH2:3][CH3:4]. (5) Given the reactants [F:1][C:2]([F:12])([F:11])[C:3]1[CH:8]=[CH:7][C:6]([O:9][CH3:10])=[CH:5][CH:4]=1.[Li]CCCC.CCCCCC.[B:24](OC(C)C)([O:29]C(C)C)[O:25]C(C)C.Cl, predict the reaction product. The product is: [CH3:10][O:9][C:6]1[CH:5]=[CH:4][C:3]([C:2]([F:11])([F:12])[F:1])=[CH:8][C:7]=1[B:24]([OH:29])[OH:25].